This data is from HIV replication inhibition screening data with 41,000+ compounds from the AIDS Antiviral Screen. The task is: Binary Classification. Given a drug SMILES string, predict its activity (active/inactive) in a high-throughput screening assay against a specified biological target. (1) The molecule is C=C1CC(C)(COc2cc(=O)oc3ccccc23)OC1=O. The result is 0 (inactive). (2) The drug is CC(=O)OCC(OC(C)=O)C(OC(C)=O)C(OC(C)=O)C(=O)CNn1c(-c2ccc(C)cc2)nc2ccccc2c1=O. The result is 0 (inactive). (3) The molecule is COC(CNC(=O)C(C)NC(=O)C=Cc1ccccc1)OC. The result is 0 (inactive). (4) The molecule is O=C1c2ccccc2C(=O)c2c(C=CN3CCCCC3)ccnc21. The result is 0 (inactive). (5) The compound is CC(=O)[OH+][Mn+2]12([OH+]C(C)=O)[N+](=C(c3ccccc3)c3cccc[n+]31)[N-]c1cccc[n+]12. The result is 0 (inactive). (6) The result is 0 (inactive). The compound is O=C1C(=Cc2ccccc2O)N=C(c2ccccc2)N1n1c(-c2ccccc2)nc2ccccc2c1=O.